Dataset: Full USPTO retrosynthesis dataset with 1.9M reactions from patents (1976-2016). Task: Predict the reactants needed to synthesize the given product. (1) The reactants are: [ClH:1].CC(C)=O.C(OC([N:13]1[CH2:18][CH2:17][N:16]([C:19]([C:21]2[CH:26]=[CH:25][C:24]([C:27]3[CH:32]=[CH:31][CH:30]=[CH:29][N+:28]=3[O-:33])=[CH:23][CH:22]=2)=[O:20])[CH2:15][CH2:14]1)=O)(C)(C)C. Given the product [ClH:1].[N:16]1([C:19]([C:21]2[CH:26]=[CH:25][C:24]([C:27]3[CH:32]=[CH:31][CH:30]=[CH:29][N+:28]=3[O-:33])=[CH:23][CH:22]=2)=[O:20])[CH2:17][CH2:18][NH:13][CH2:14][CH2:15]1, predict the reactants needed to synthesize it. (2) Given the product [F:21][C:22]([F:31])([F:32])[CH:23]([OH:30])[CH2:24][C:25]([O:27][CH2:28][CH3:29])=[O:26], predict the reactants needed to synthesize it. The reactants are: C(N(CC)CC)C.C(O)=O.CC1C=CC(C(C)C)=CC=1.[F:21][C:22]([F:32])([F:31])[C:23](=[O:30])[CH2:24][C:25]([O:27][CH2:28][CH3:29])=[O:26].